From a dataset of Catalyst prediction with 721,799 reactions and 888 catalyst types from USPTO. Predict which catalyst facilitates the given reaction. (1) Reactant: [OH:1][CH2:2][C@H:3]1[N:8]([C:9](=[O:29])/[CH:10]=[CH:11]/[C:12]2[CH:17]=[CH:16][C:15]([C:18]([F:21])([F:20])[F:19])=[CH:14][C:13]=2[CH2:22][N:23]2[N:27]=[N:26][C:25]([CH3:28])=[N:24]2)[CH2:7][CH2:6][N:5](C(OC(C)(C)C)=O)[CH2:4]1.C(O)(C(F)(F)F)=O. The catalyst class is: 2. Product: [OH:1][CH2:2][C@@H:3]1[CH2:4][NH:5][CH2:6][CH2:7][N:8]1[C:9](=[O:29])/[CH:10]=[CH:11]/[C:12]1[CH:17]=[CH:16][C:15]([C:18]([F:20])([F:21])[F:19])=[CH:14][C:13]=1[CH2:22][N:23]1[N:27]=[N:26][C:25]([CH3:28])=[N:24]1. (2) Reactant: [S:1]1[C:5]2[C:6]([C:10]3[O:30][C:13]4=[C:14]([NH2:29])[N:15]=[CH:16][C:17]([C:18]5[CH:19]=[N:20][N:21]([CH:23]6[CH2:28][CH2:27][NH:26][CH2:25][CH2:24]6)[CH:22]=5)=[C:12]4[CH:11]=3)=[CH:7][CH:8]=[CH:9][C:4]=2[CH:3]=[N:2]1.C(N(C(C)C)CC)(C)C.[CH2:40]([N:44]=[C:45]=[O:46])[CH:41]([CH3:43])[CH3:42]. Product: [CH2:40]([NH:44][C:45]([N:26]1[CH2:25][CH2:24][CH:23]([N:21]2[CH:22]=[C:18]([C:17]3[CH:16]=[N:15][C:14]([NH2:29])=[C:13]4[O:30][C:10]([C:6]5[C:5]6[S:1][N:2]=[CH:3][C:4]=6[CH:9]=[CH:8][CH:7]=5)=[CH:11][C:12]=34)[CH:19]=[N:20]2)[CH2:28][CH2:27]1)=[O:46])[CH:41]([CH3:43])[CH3:42]. The catalyst class is: 3. (3) The catalyst class is: 4. Product: [NH:40]1[CH2:39][CH:38]([N:37]2[C:33]([C:4]3[CH:3]=[C:2]([Cl:1])[CH:32]=[CH:31][C:5]=3[O:6][C:7]3[CH:12]=[CH:11][C:10]([S:13]([N:16]([C:24]4[N:25]=[CH:26][S:27][CH:28]=4)[C:17](=[O:23])[O:18][C:19]([CH3:22])([CH3:20])[CH3:21])(=[O:15])=[O:14])=[CH:9][C:8]=3[C:29]#[N:30])=[CH:34][CH:35]=[N:36]2)[CH2:41]1. Reactant: [Cl:1][C:2]1[CH:32]=[CH:31][C:5]([O:6][C:7]2[CH:12]=[CH:11][C:10]([S:13]([N:16]([C:24]3[N:25]=[CH:26][S:27][CH:28]=3)[C:17](=[O:23])[O:18][C:19]([CH3:22])([CH3:21])[CH3:20])(=[O:15])=[O:14])=[CH:9][C:8]=2[C:29]#[N:30])=[C:4]([C:33]2[N:37]([CH:38]3[CH2:41][N:40](C(C4C=CC=CC=4)C4C=CC=CC=4)[CH2:39]3)[N:36]=[CH:35][CH:34]=2)[CH:3]=1.CN(C)C1C2C(=CC=CC=2N(C)C)C=CC=1.ClC(OC(Cl)C)=O. (4) Reactant: [C:1]([N:9]([C:18]1[C:23]([C:24]([N:26]2[CH2:31][CH2:30][CH:29]([C:32]3[CH:37]=[CH:36][C:35]([F:38])=[CH:34][CH:33]=3)[CH2:28][CH2:27]2)=[O:25])=[CH:22][N:21]=[C:20]([SH:39])[C:19]=1[Cl:40])C(=O)C1C=CC=CC=1)(=[O:8])[C:2]1[CH:7]=[CH:6][CH:5]=[CH:4][CH:3]=1.C(=O)([O-])[O-].[K+].[K+].[Cl-].[NH4+]. Product: [Cl:40][C:19]1[C:20]([SH:39])=[N:21][CH:22]=[C:23]([C:24]([N:26]2[CH2:31][CH2:30][CH:29]([C:32]3[CH:33]=[CH:34][C:35]([F:38])=[CH:36][CH:37]=3)[CH2:28][CH2:27]2)=[O:25])[C:18]=1[NH:9][C:1](=[O:8])[C:2]1[CH:7]=[CH:6][CH:5]=[CH:4][CH:3]=1. The catalyst class is: 5. (5) Reactant: [OH-].[K+].C([O:5][C:6](=[O:22])[CH:7]([CH2:13][C:14]1[CH:19]=[CH:18][CH:17]=[C:16]([CH3:20])[C:15]=1[F:21])C(OCC)=O)C. Product: [F:21][C:15]1[C:16]([CH3:20])=[CH:17][CH:18]=[CH:19][C:14]=1[CH2:13][CH2:7][C:6]([OH:22])=[O:5]. The catalyst class is: 6. (6) Reactant: [NH2:1][C:2]1[CH:3]=[N:4][CH:5]=[C:6]([Br:8])[CH:7]=1.[C:9]1([S:15](Cl)(=[O:17])=[O:16])[CH:14]=[CH:13][CH:12]=[CH:11][CH:10]=1.O. Product: [Br:8][C:6]1[CH:7]=[C:2]([NH:1][S:15]([C:9]2[CH:14]=[CH:13][CH:12]=[CH:11][CH:10]=2)(=[O:17])=[O:16])[CH:3]=[N:4][CH:5]=1. The catalyst class is: 17. (7) Reactant: [CH2:1]([C:3](=[CH:6][CH2:7][C@H:8]1[CH2:12][CH2:11][CH:10]([CH3:13])[C:9]1([CH3:15])[CH3:14])[CH:4]=[O:5])[CH3:2].[BH4-].[Na+]. Product: [CH2:1]([C:3](=[CH:6][CH2:7][C@H:8]1[CH2:12][CH2:11][CH:10]([CH3:13])[C:9]1([CH3:14])[CH3:15])[CH2:4][OH:5])[CH3:2]. The catalyst class is: 8.